This data is from Peptide-MHC class II binding affinity with 134,281 pairs from IEDB. The task is: Regression. Given a peptide amino acid sequence and an MHC pseudo amino acid sequence, predict their binding affinity value. This is MHC class II binding data. (1) The MHC is HLA-DQA10301-DQB10302 with pseudo-sequence HLA-DQA10301-DQB10302. The peptide sequence is EKKYFAADQFEPLAA. The binding affinity (normalized) is 0.273. (2) The peptide sequence is AFILDGDNLFPKA. The MHC is DRB3_0101 with pseudo-sequence DRB3_0101. The binding affinity (normalized) is 0.877. (3) The peptide sequence is ENVIDVKLVDANGKL. The MHC is DRB1_1001 with pseudo-sequence DRB1_1001. The binding affinity (normalized) is 0.340. (4) The peptide sequence is YDKFLANVSTVLTGE. The MHC is DRB3_0202 with pseudo-sequence DRB3_0202. The binding affinity (normalized) is 1.00. (5) The peptide sequence is RCALHWFPGSHLLAC. The MHC is DRB1_1302 with pseudo-sequence DRB1_1302. The binding affinity (normalized) is 0.333.